Dataset: Full USPTO retrosynthesis dataset with 1.9M reactions from patents (1976-2016). Task: Predict the reactants needed to synthesize the given product. Given the product [F:1][C:2]1[CH:18]=[C:17]([N+:19]([O-:21])=[O:20])[CH:16]=[CH:15][C:3]=1[O:4][C:5]1[CH:10]=[CH:9][N:8]=[C:7]2[CH:11]=[C:12]([C:27]3[O:28][C:24]([CH:22]=[O:23])=[CH:25][CH:26]=3)[S:13][C:6]=12, predict the reactants needed to synthesize it. The reactants are: [F:1][C:2]1[CH:18]=[C:17]([N+:19]([O-:21])=[O:20])[CH:16]=[CH:15][C:3]=1[O:4][C:5]1[CH:10]=[CH:9][N:8]=[C:7]2[CH:11]=[C:12](I)[S:13][C:6]=12.[CH:22]([C:24]1[O:28][C:27](B(O)O)=[CH:26][CH:25]=1)=[O:23].C([O-])([O-])=O.[Na+].[Na+].